From a dataset of Reaction yield outcomes from USPTO patents with 853,638 reactions. Predict the reaction yield, written as a fraction of the theoretical maximum amount of product (1.0 means a 100% yield; for example, 0.34 means a 34% yield). (1) The reactants are [OH:1][C:2]1[CH:7]=[CH:6][C:5]([C:8]([C:10]2[CH:18]=[CH:17][CH:16]=[CH:15][C:11]=2[C:12]([OH:14])=[O:13])=[O:9])=[CH:4][C:3]=1[N+:19]([O-:21])=[O:20].C(=O)([O-])[O-].[Cs+].[Cs+].[CH2:28](Br)[C:29]1[CH:34]=[CH:33][CH:32]=[CH:31][CH:30]=1.C(O)(=O)CC(CC(O)=O)(C(O)=O)O. The catalyst is CN(C=O)C.C(OCC)(=O)C.O. The product is [OH:1][C:2]1[CH:7]=[CH:6][C:5]([C:8]([C:10]2[CH:18]=[CH:17][CH:16]=[CH:15][C:11]=2[C:12]([O:14][CH2:28][C:29]2[CH:34]=[CH:33][CH:32]=[CH:31][CH:30]=2)=[O:13])=[O:9])=[CH:4][C:3]=1[N+:19]([O-:21])=[O:20]. The yield is 0.540. (2) The reactants are [F:1][C:2]1[CH:3]=[C:4]([CH:6]=[CH:7][C:8]=1[O:9][CH3:10])[NH2:5].[N:11]([O-])=O.[Na+].O.O.[Sn](Cl)Cl. The catalyst is O.Cl. The product is [F:1][C:2]1[CH:3]=[C:4]([NH:5][NH2:11])[CH:6]=[CH:7][C:8]=1[O:9][CH3:10]. The yield is 0.500. (3) The reactants are [O:1]=[C:2]1[CH2:7][CH2:6][N:5]([C:8]2[CH:13]=[CH:12][C:11]([N:14]3[CH2:18][C@H:17]([CH2:19][NH:20][C:21](=[O:23])[CH3:22])[O:16][C:15]3=[O:24])=[CH:10][C:9]=2[F:25])[CH2:4][CH2:3]1.[NH2:26][CH2:27][CH2:28]O.B(F)(F)F. The catalyst is O1CCCC1. The product is [O:1]1[C:2]2([CH2:3][CH2:4][N:5]([C:8]3[CH:13]=[CH:12][C:11]([N:14]4[CH2:18][C@H:17]([CH2:19][NH:20][C:21](=[O:23])[CH3:22])[O:16][C:15]4=[O:24])=[CH:10][C:9]=3[F:25])[CH2:6][CH2:7]2)[NH:26][CH2:27][CH2:28]1. The yield is 0.780. (4) The reactants are [O:1]([CH3:3])[Li].[CH2:4]([O:11][C:12]([N:14]1[CH2:19][CH:18]2[CH:16]([O:17]2)[CH2:15]1)=[O:13])[C:5]1[CH:10]=[CH:9][CH:8]=[CH:7][CH:6]=1.CC(O)=O. The catalyst is CO. The product is [CH2:4]([O:11][C:12]([N:14]1[CH2:15][C@@H:16]([O:17][CH3:18])[C@H:3]([OH:1])[CH2:19]1)=[O:13])[C:5]1[CH:10]=[CH:9][CH:8]=[CH:7][CH:6]=1. The yield is 0.790. (5) The reactants are [Br:1][C:2]1[CH:3]=[C:4]2[C:8](=[CH:9][CH:10]=1)[N:7](C(=O)C)[CH2:6][CH2:5]2.C([O-])([O-])=O.[Na+].[Na+]. The catalyst is Cl. The product is [Br:1][C:2]1[CH:3]=[C:4]2[C:8](=[CH:9][CH:10]=1)[NH:7][CH2:6][CH2:5]2. The yield is 0.550. (6) The reactants are FC(F)(F)S([O:6][CH2:7][C:8]([F:13])([F:12])[CH:9]([F:11])[F:10])(=O)=O.[Cl:16][C:17]1[N:18]=[CH:19][CH:20]=[C:21]2[C:26]=1[N:25]=[CH:24][C:23](O)=[CH:22]2.C(=O)([O-])[O-].[K+].[K+]. The catalyst is CC(C)=O.CC(OC)(C)C. The product is [Cl:16][C:17]1[N:18]=[CH:19][CH:20]=[C:21]2[C:26]=1[N:25]=[CH:24][C:23]([O:6][CH2:7][C:8]([F:13])([F:12])[CH:9]([F:11])[F:10])=[CH:22]2. The yield is 0.810. (7) The reactants are [CH3:1][O:2][C:3]1[CH:4]=[C:5]([CH:7]=[CH:8][C:9]=1[C:10]1[O:14][CH:13]=[N:12][CH:11]=1)[NH2:6].[Br:15][CH:16]([CH2:20][CH:21]([CH3:23])[CH3:22])[C:17](O)=[O:18].CN(C(ON1N=NC2C=CC=NC1=2)=[N+](C)C)C.F[P-](F)(F)(F)(F)F.C(N(CC)C(C)C)(C)C.C([O-])(O)=O.[Na+]. The catalyst is ClCCl. The product is [Br:15][CH:16]([CH2:20][CH:21]([CH3:23])[CH3:22])[C:17]([NH:6][C:5]1[CH:7]=[CH:8][C:9]([C:10]2[O:14][CH:13]=[N:12][CH:11]=2)=[C:3]([O:2][CH3:1])[CH:4]=1)=[O:18]. The yield is 0.890. (8) The reactants are C([O-])([O-])=O.[K+].[K+].Cl[C:8]1[C:25]([O:26][CH3:27])=[C:24]([Cl:28])[C:23]([F:29])=[CH:22][C:9]=1[C:10]([C:12](=[CH:17][NH:18][CH:19]1[CH2:21][CH2:20]1)[C:13]([O:15][CH3:16])=[O:14])=[O:11]. The catalyst is CN(C=O)C. The product is [CH:19]1([N:18]2[C:8]3[C:9](=[CH:22][C:23]([F:29])=[C:24]([Cl:28])[C:25]=3[O:26][CH3:27])[C:10](=[O:11])[C:12]([C:13]([O:15][CH3:16])=[O:14])=[CH:17]2)[CH2:21][CH2:20]1. The yield is 0.901. (9) The reactants are CC1(C)OB([C:7]2[CH:8]=[N:9][N:10](C(OC(C)(C)C)=O)[CH:11]=2)OC1(C)C.Br[C:23]1[C:24]([O:38][CH:39]2[CH2:42][CH2:41][CH2:40]2)=[C:25]2[C:30](=[CH:31][CH:32]=1)[N:29]([C:33]([O:35][CH3:36])=[O:34])[C@@H:28]([CH3:37])[CH2:27][CH2:26]2.C(=O)([O-])[O-].[Na+].[Na+].O1CCOCC1. The catalyst is C1C=CC(P(C2C=CC=CC=2)[C-]2C=CC=C2)=CC=1.C1C=CC(P(C2C=CC=CC=2)[C-]2C=CC=C2)=CC=1.Cl[Pd]Cl.[Fe+2].ClCCl.O. The product is [CH:39]1([O:38][C:24]2[C:23]([C:7]3[CH:11]=[N:10][NH:9][CH:8]=3)=[CH:32][CH:31]=[C:30]3[C:25]=2[CH2:26][CH2:27][C@H:28]([CH3:37])[N:29]3[C:33]([O:35][CH3:36])=[O:34])[CH2:40][CH2:41][CH2:42]1. The yield is 0.520. (10) The reactants are Cl.[CH3:2][O:3][C:4]1[CH:9]=[CH:8][C:7]([N:10]2[CH2:15][CH2:14][N:13]([C:16]3[C:17]([CH3:31])=[C:18]([CH3:30])[C:19]4[O:23][C:22]([CH3:25])([CH3:24])[C:21]([CH3:27])(O)[C:20]=4[C:28]=3[CH3:29])[CH2:12][CH2:11]2)=[CH:6][CH:5]=1. The catalyst is C(#N)C. The product is [CH3:2][O:3][C:4]1[CH:5]=[CH:6][C:7]([N:10]2[CH2:15][CH2:14][N:13]([C:16]3[C:17]([CH3:31])=[C:18]([CH3:30])[C:19]4[O:23][C:22]([CH3:24])([CH3:25])[C:21](=[CH2:27])[C:20]=4[C:28]=3[CH3:29])[CH2:12][CH2:11]2)=[CH:8][CH:9]=1. The yield is 0.920.